From a dataset of Full USPTO retrosynthesis dataset with 1.9M reactions from patents (1976-2016). Predict the reactants needed to synthesize the given product. (1) Given the product [C:10]1([C:9]2[C:8]([C:27]#[N:28])=[CH:7][NH:16][CH:1]=2)[CH:15]=[CH:14][CH:13]=[CH:12][CH:11]=1, predict the reactants needed to synthesize it. The reactants are: [CH3:1]C(C)([O-])C.[K+].[C:7](#[N:16])[CH:8]=[CH:9][C:10]1[CH:15]=[CH:14][CH:13]=[CH:12][CH:11]=1.S([CH2:27][N+:28]#[C-])(C1C=CC(C)=CC=1)(=O)=O.[Cl-].[Na+]. (2) Given the product [CH:1]([NH:4][C:5]([C:7]1[C:15]2[C:11](=[CH:12][N:13]([C:38]3[N:40]=[C:41]([F:42])[N:34]=[C:35]([F:36])[N:37]=3)[N:14]=2)[CH:10]=[C:9]([CH3:16])[C:8]=1[NH:17][C:18]([C:20]1[N:21]([C:27]2[C:32]([Cl:33])=[CH:31][CH:30]=[CH:29][N:28]=2)[N:22]=[C:23]([O:25][CH3:26])[CH:24]=1)=[O:19])=[O:6])([CH3:3])[CH3:2], predict the reactants needed to synthesize it. The reactants are: [CH:1]([NH:4][C:5]([C:7]1[C:15]2[C:11](=[CH:12][NH:13][N:14]=2)[CH:10]=[C:9]([CH3:16])[C:8]=1[NH:17][C:18]([C:20]1[N:21]([C:27]2[C:32]([Cl:33])=[CH:31][CH:30]=[CH:29][N:28]=2)[N:22]=[C:23]([O:25][CH3:26])[CH:24]=1)=[O:19])=[O:6])([CH3:3])[CH3:2].[N:34]1[C:41]([F:42])=[N:40][C:38](F)=[N:37][C:35]=1[F:36].C(N(CC)CC)C. (3) Given the product [OH:19][C:3]1[CH:4]=[CH:5][C:6]2[C:11](=[CH:10][CH:9]=[C:8]([C:12]3[CH:17]=[CH:16][CH:15]=[C:14]([OH:18])[CH:13]=3)[CH:7]=2)[C:2]=1[C:28]1[CH:29]=[C:30]([NH:34][C:35](=[O:37])[CH3:36])[CH:31]=[CH:32][CH:33]=1, predict the reactants needed to synthesize it. The reactants are: Br[C:2]1[C:11]2[C:6](=[CH:7][C:8]([C:12]3[CH:17]=[CH:16][CH:15]=[C:14]([OH:18])[CH:13]=3)=[CH:9][CH:10]=2)[CH:5]=[CH:4][C:3]=1[OH:19].CC1(C)C(C)(C)OB([C:28]2[CH:29]=[C:30]([NH:34][C:35](=[O:37])[CH3:36])[CH:31]=[CH:32][CH:33]=2)O1. (4) Given the product [N:1]1[CH:6]=[CH:5][CH:4]=[C:3]([C:7]2[N:16]=[CH:15][C:14]3[C:9](=[C:10]([C:17]([OH:19])=[O:18])[CH:11]=[CH:12][CH:13]=3)[N:8]=2)[CH:2]=1, predict the reactants needed to synthesize it. The reactants are: [N:1]1[CH:6]=[CH:5][CH:4]=[C:3]([C:7]2[N:16]=[CH:15][C:14]3[C:9](=[C:10]([C:17]([O:19]C)=[O:18])[CH:11]=[CH:12][CH:13]=3)[N:8]=2)[CH:2]=1.[Li+].[OH-]. (5) Given the product [F:38][C:34]1[CH:33]=[C:32]([NH:31][C:11]2[N:10]=[C:9]([OH:8])[C:14]([C:15]#[C:16][CH2:17][CH2:18][CH2:19][N:20]3[C:21](=[O:30])[C:22]4[C:27](=[CH:26][CH:25]=[CH:24][CH:23]=4)[C:28]3=[O:29])=[CH:13][N:12]=2)[CH:37]=[CH:36][CH:35]=1, predict the reactants needed to synthesize it. The reactants are: C([O:8][C:9]1[C:14]([C:15]#[C:16][CH2:17][CH2:18][CH2:19][N:20]2[C:28](=[O:29])[C:27]3[C:22](=[CH:23][CH:24]=[CH:25][CH:26]=3)[C:21]2=[O:30])=[CH:13][N:12]=[C:11]([NH:31][C:32]2[CH:37]=[CH:36][CH:35]=[C:34]([F:38])[CH:33]=2)[N:10]=1)C1C=CC=CC=1.FC(F)(F)C(O)=O. (6) Given the product [CH3:13][C:10]1([CH3:12])[CH2:9][CH2:8][C:7]([CH3:14])([CH3:15])[C:6]2[CH:5]=[C:4]([Se:16][C:17]#[C:18][C:19]3[CH:28]=[CH:27][C:22]([C:23]([O:25][CH3:26])=[O:24])=[CH:21][CH:20]=3)[CH:3]=[C:2]([O:1][CH2:41][C:40]3[CH:39]=[CH:38][C:37]([C:36]([F:35])([F:45])[F:46])=[CH:44][CH:43]=3)[C:11]1=2, predict the reactants needed to synthesize it. The reactants are: [OH:1][C:2]1[C:11]2[C:10]([CH3:13])([CH3:12])[CH2:9][CH2:8][C:7]([CH3:15])([CH3:14])[C:6]=2[CH:5]=[C:4]([Se:16][C:17]#[C:18][C:19]2[CH:28]=[CH:27][C:22]([C:23]([O:25][CH3:26])=[O:24])=[CH:21][CH:20]=2)[CH:3]=1.C(=O)([O-])[O-].[K+].[K+].[F:35][C:36]([F:46])([F:45])[C:37]1[CH:44]=[CH:43][C:40]([CH2:41]Br)=[CH:39][CH:38]=1.